From a dataset of Blood-brain barrier penetration binary classification data from Martins et al.. Regression/Classification. Given a drug SMILES string, predict its absorption, distribution, metabolism, or excretion properties. Task type varies by dataset: regression for continuous measurements (e.g., permeability, clearance, half-life) or binary classification for categorical outcomes (e.g., BBB penetration, CYP inhibition). Dataset: bbb_martins. The drug is NS(=O)(=O)c1cc(C(=O)O)c(NCc2ccco2)cc1Cl. The result is 0 (does not penetrate BBB).